Dataset: Reaction yield outcomes from USPTO patents with 853,638 reactions. Task: Predict the reaction yield, written as a fraction of the theoretical maximum amount of product (1.0 means a 100% yield; for example, 0.34 means a 34% yield). (1) The reactants are [N:1]1[C:2]([NH:10][C:11](=[O:17])[O:12][C:13]([CH3:16])([CH3:15])[CH3:14])=[N:3][N:4]2[CH2:9][CH2:8][NH:7][CH2:6][C:5]=12.C=O.[BH3-][C:21]#N.[Na+]. The catalyst is [Cl-].[Cl-].[Zn+2].C(OCC)C.CO. The product is [CH3:21][N:7]1[CH2:8][CH2:9][N:4]2[N:3]=[C:2]([NH:10][C:11](=[O:17])[O:12][C:13]([CH3:14])([CH3:16])[CH3:15])[N:1]=[C:5]2[CH2:6]1. The yield is 0.940. (2) The reactants are [Br:1][C:2]1[CH:23]=[C:22]2[C:5]([CH2:6][C:7]3([C:15]42[NH:19][C:18](=S)[C:17]([CH3:21])=[N:16]4)[CH2:12][CH2:11][C:10]([F:14])([F:13])[CH2:9][CH2:8]3)=[CH:4][CH:3]=1.[NH3:24]. No catalyst specified. The product is [Br:1][C:2]1[CH:23]=[C:22]2[C:5]([CH2:6][C:7]3([C:15]42[N:19]=[C:18]([NH2:24])[C:17]([CH3:21])=[N:16]4)[CH2:12][CH2:11][C:10]([F:14])([F:13])[CH2:9][CH2:8]3)=[CH:4][CH:3]=1. The yield is 0.390. (3) The reactants are [Cl:1][C:2]1[N:3]=[C:4](Cl)[C:5]2[CH2:10][CH2:9][CH:8]([C:11]3[CH:16]=[CH:15][C:14]([F:17])=[CH:13][C:12]=3[F:18])[C:6]=2[N:7]=1.[CH3:20][NH2:21]. The catalyst is CO. The product is [Cl:1][C:2]1[N:3]=[C:4]([NH:21][CH3:20])[C:5]2[CH2:10][CH2:9][CH:8]([C:11]3[CH:16]=[CH:15][C:14]([F:17])=[CH:13][C:12]=3[F:18])[C:6]=2[N:7]=1. The yield is 0.702. (4) The reactants are Br[CH2:2][CH2:3][O:4][CH:5]1[C:12]2[CH:13]=[C:14]([Cl:17])[CH:15]=[CH:16][C:11]=2[O:10][CH2:9][O:8][C:7]2[CH:18]=[CH:19][C:20]([Cl:22])=[CH:21][C:6]1=2.[CH2:23]([O:25][C:26](=[O:39])[CH:27]([O:36][CH2:37][CH3:38])[CH2:28][C:29]1[CH:34]=[CH:33][C:32]([OH:35])=[CH:31][CH:30]=1)[CH3:24].C(=O)([O-])[O-].[K+].[K+].C1OCCOCCOCCOCCOCCOC1. The catalyst is C1(C)C=CC=CC=1. The product is [CH2:23]([O:25][C:26](=[O:39])[CH:27]([O:36][CH2:37][CH3:38])[CH2:28][C:29]1[CH:30]=[CH:31][C:32]([O:35][CH2:2][CH2:3][O:4][CH:5]2[C:12]3[CH:13]=[C:14]([Cl:17])[CH:15]=[CH:16][C:11]=3[O:10][CH2:9][O:8][C:7]3[CH:18]=[CH:19][C:20]([Cl:22])=[CH:21][C:6]2=3)=[CH:33][CH:34]=1)[CH3:24]. The yield is 0.530. (5) The reactants are Br[C:2]1[CH:18]=[CH:17][C:5]([C:6]([NH:8][C:9]2[CH:14]=[C:13]([C:15]#[N:16])[CH:12]=[CH:11][N:10]=2)=[O:7])=[CH:4][CH:3]=1.[CH3:19][C:20]1([CH3:36])[C:24]([CH3:26])([CH3:25])[O:23][B:22]([B:22]2[O:23][C:24]([CH3:26])([CH3:25])[C:20]([CH3:36])([CH3:19])[O:21]2)[O:21]1.C([O-])([O-])=O.[K+].[K+]. The catalyst is O1CCOCC1.C1C=CC(P(C2C=CC=CC=2)[C-]2C=CC=C2)=CC=1.C1C=CC(P(C2C=CC=CC=2)[C-]2C=CC=C2)=CC=1.Cl[Pd]Cl.[Fe+2]. The product is [C:15]([C:13]1[CH:12]=[CH:11][N:10]=[C:9]([NH:8][C:6](=[O:7])[C:5]2[CH:17]=[CH:18][C:2]([B:22]3[O:23][C:24]([CH3:26])([CH3:25])[C:20]([CH3:36])([CH3:19])[O:21]3)=[CH:3][CH:4]=2)[CH:14]=1)#[N:16]. The yield is 0.490. (6) The reactants are [CH:1]([C:4]1[CH:9]=[CH:8][C:7]([CH:10]2[C:14]3[C:15]([CH3:22])=[C:16]([OH:21])[C:17]([CH3:20])=[C:18]([CH3:19])[C:13]=3[O:12][C:11]2([CH3:24])[CH3:23])=[CH:6][CH:5]=1)([CH3:3])[CH3:2].CS(O[CH2:30][CH2:31][CH:32]([C:39]1[CH:44]=[CH:43][CH:42]=[CH:41][CH:40]=1)[C:33]1[CH:38]=[CH:37][CH:36]=[CH:35][CH:34]=1)(=O)=O. No catalyst specified. The product is [C:33]1([CH:32]([C:39]2[CH:40]=[CH:41][CH:42]=[CH:43][CH:44]=2)[CH2:31][CH2:30][O:21][C:16]2[C:17]([CH3:20])=[C:18]([CH3:19])[C:13]3[O:12][C:11]([CH3:24])([CH3:23])[CH:10]([C:7]4[CH:8]=[CH:9][C:4]([CH:1]([CH3:3])[CH3:2])=[CH:5][CH:6]=4)[C:14]=3[C:15]=2[CH3:22])[CH:38]=[CH:37][CH:36]=[CH:35][CH:34]=1. The yield is 0.550. (7) The reactants are [F:1][C:2]([F:11])([F:10])[C:3](=[O:9])[C:4]([O:6][CH2:7][CH3:8])=[O:5].C[CH:13]=[CH:14][CH2:15][Mg]Cl.[CH2:18]1COCC1. No catalyst specified. The product is [CH2:7]([O:6][C:4](=[O:5])[C:3]([OH:9])([C:2]([F:10])([F:11])[F:1])[CH2:18][C:14]([CH3:15])=[CH2:13])[CH3:8]. The yield is 0.600. (8) The reactants are [C:1]([N:4]1[CH2:9][CH2:8][C:7](=O)[CH2:6][CH2:5]1)(=[O:3])[CH3:2].N1CCCCC1.CC1C=CC(S(O)(=O)=O)=CC=1.[Br:28][C:29]1[CH:37]=[CH:36][C:32]([C:33](Cl)=O)=[CH:31][CH:30]=1.Cl.[NH2:39][NH2:40]. The yield is 0.500. The catalyst is C(Cl)Cl.C1C=CC=CC=1. The product is [Br:28][C:29]1[CH:37]=[CH:36][C:32]([C:33]2[C:6]3[CH2:5][N:4]([C:1](=[O:3])[CH3:2])[CH2:9][CH2:8][C:7]=3[NH:40][N:39]=2)=[CH:31][CH:30]=1.